Task: Regression. Given two drug SMILES strings and cell line genomic features, predict the synergy score measuring deviation from expected non-interaction effect.. Dataset: NCI-60 drug combinations with 297,098 pairs across 59 cell lines (1) Drug 1: CC1=C2C(C(=O)C3(C(CC4C(C3C(C(C2(C)C)(CC1OC(=O)C(C(C5=CC=CC=C5)NC(=O)OC(C)(C)C)O)O)OC(=O)C6=CC=CC=C6)(CO4)OC(=O)C)O)C)O. Drug 2: CN1C2=C(C=C(C=C2)N(CCCl)CCCl)N=C1CCCC(=O)O.Cl. Cell line: IGROV1. Synergy scores: CSS=0.893, Synergy_ZIP=2.60, Synergy_Bliss=3.63, Synergy_Loewe=0.997, Synergy_HSA=0.850. (2) Drug 1: C1=CC(=C2C(=C1NCCNCCO)C(=O)C3=C(C=CC(=C3C2=O)O)O)NCCNCCO. Drug 2: CC1=C2C(C(=O)C3(C(CC4C(C3C(C(C2(C)C)(CC1OC(=O)C(C(C5=CC=CC=C5)NC(=O)C6=CC=CC=C6)O)O)OC(=O)C7=CC=CC=C7)(CO4)OC(=O)C)O)C)OC(=O)C. Cell line: KM12. Synergy scores: CSS=19.0, Synergy_ZIP=-6.63, Synergy_Bliss=-18.4, Synergy_Loewe=-9.77, Synergy_HSA=-8.39. (3) Drug 1: C1=NC2=C(N=C(N=C2N1C3C(C(C(O3)CO)O)F)Cl)N. Drug 2: CCN(CC)CCNC(=O)C1=C(NC(=C1C)C=C2C3=C(C=CC(=C3)F)NC2=O)C. Cell line: TK-10. Synergy scores: CSS=21.1, Synergy_ZIP=-7.48, Synergy_Bliss=-4.66, Synergy_Loewe=-1.89, Synergy_HSA=-2.79. (4) Drug 1: CN(C)C1=NC(=NC(=N1)N(C)C)N(C)C. Drug 2: C1C(C(OC1N2C=NC(=NC2=O)N)CO)O. Cell line: PC-3. Synergy scores: CSS=3.32, Synergy_ZIP=-3.10, Synergy_Bliss=-3.30, Synergy_Loewe=-7.62, Synergy_HSA=-4.18. (5) Drug 1: CN1C2=C(C=C(C=C2)N(CCCl)CCCl)N=C1CCCC(=O)O.Cl. Drug 2: CC1=C(C(=O)C2=C(C1=O)N3CC4C(C3(C2COC(=O)N)OC)N4)N. Cell line: HL-60(TB). Synergy scores: CSS=71.3, Synergy_ZIP=-5.02, Synergy_Bliss=-2.52, Synergy_Loewe=-10.7, Synergy_HSA=3.59. (6) Drug 1: CC1C(C(CC(O1)OC2CC(CC3=C2C(=C4C(=C3O)C(=O)C5=C(C4=O)C(=CC=C5)OC)O)(C(=O)CO)O)N)O.Cl. Drug 2: CC(C)(C#N)C1=CC(=CC(=C1)CN2C=NC=N2)C(C)(C)C#N. Cell line: HCT-15. Synergy scores: CSS=16.3, Synergy_ZIP=-1.59, Synergy_Bliss=0.871, Synergy_Loewe=-0.676, Synergy_HSA=1.16. (7) Drug 1: COC1=CC(=CC(=C1O)OC)C2C3C(COC3=O)C(C4=CC5=C(C=C24)OCO5)OC6C(C(C7C(O6)COC(O7)C8=CC=CS8)O)O. Drug 2: CC1C(C(CC(O1)OC2CC(OC(C2O)C)OC3=CC4=CC5=C(C(=O)C(C(C5)C(C(=O)C(C(C)O)O)OC)OC6CC(C(C(O6)C)O)OC7CC(C(C(O7)C)O)OC8CC(C(C(O8)C)O)(C)O)C(=C4C(=C3C)O)O)O)O. Cell line: EKVX. Synergy scores: CSS=26.0, Synergy_ZIP=0.184, Synergy_Bliss=3.36, Synergy_Loewe=6.10, Synergy_HSA=4.58. (8) Drug 1: C1=C(C(=O)NC(=O)N1)N(CCCl)CCCl. Drug 2: CS(=O)(=O)CCNCC1=CC=C(O1)C2=CC3=C(C=C2)N=CN=C3NC4=CC(=C(C=C4)OCC5=CC(=CC=C5)F)Cl. Cell line: ACHN. Synergy scores: CSS=61.4, Synergy_ZIP=-4.84, Synergy_Bliss=-2.07, Synergy_Loewe=-1.32, Synergy_HSA=0.159.